Dataset: Reaction yield outcomes from USPTO patents with 853,638 reactions. Task: Predict the reaction yield, written as a fraction of the theoretical maximum amount of product (1.0 means a 100% yield; for example, 0.34 means a 34% yield). (1) The reactants are [Cl:1][C:2]1[CH:3]=[CH:4][C:5]([N+:10]([O-:12])=[O:11])=[C:6]([CH:9]=1)[CH2:7]O.C(N(CC)CC)C.S(Cl)([Cl:22])=O. The catalyst is ClCCl. The product is [Cl:1][C:2]1[CH:3]=[CH:4][C:5]([N+:10]([O-:12])=[O:11])=[C:6]([CH2:7][Cl:22])[CH:9]=1. The yield is 0.990. (2) The reactants are Cl[C:2]1[CH:7]=[C:6]([Cl:8])[N:5]=[C:4]([CH:9]2[CH2:12][C:11]([F:14])([F:13])[CH2:10]2)[N:3]=1.Cl.[C@H:16]12[CH2:22][C@H:19]([NH:20][CH2:21]1)[CH2:18][O:17]2.C(N(CC)C(C)C)(C)C. The catalyst is O1CCCC1.O. The product is [Cl:8][C:6]1[N:5]=[C:4]([CH:9]2[CH2:12][C:11]([F:14])([F:13])[CH2:10]2)[N:3]=[C:2]([N:20]2[CH2:21][C@@H:16]3[CH2:22][C@H:19]2[CH2:18][O:17]3)[CH:7]=1. The yield is 0.800. (3) The reactants are F[C:2]1[CH:10]=[N:9][CH:8]=[CH:7][C:3]=1[C:4]([OH:6])=[O:5].[CH3:11][O:12][C:13]1[CH:18]=[CH:17][C:16]([NH2:19])=[CH:15][CH:14]=1.[Li+].C[Si]([N-][Si](C)(C)C)(C)C.Cl. The catalyst is C1COCC1. The product is [CH3:11][O:12][C:13]1[CH:18]=[CH:17][C:16]([NH:19][C:2]2[CH:10]=[N:9][CH:8]=[CH:7][C:3]=2[C:4]([OH:6])=[O:5])=[CH:15][CH:14]=1. The yield is 0.130. (4) The reactants are [Br:1]Br.[CH:3]1([N:6]2[C:15]3[C:10](=[C:11]([NH:18][C:19]4[CH:24]=[CH:23][C:22]([I:25])=[CH:21][C:20]=4[F:26])[C:12]([F:17])=[CH:13][C:14]=3[F:16])[C:9](=[O:27])[CH:8]=[CH:7]2)[CH2:5][CH2:4]1. The catalyst is C(O)(=O)C. The product is [Br:1][C:8]1[C:9](=[O:27])[C:10]2[C:15](=[C:14]([F:16])[CH:13]=[C:12]([F:17])[C:11]=2[NH:18][C:19]2[CH:24]=[CH:23][C:22]([I:25])=[CH:21][C:20]=2[F:26])[N:6]([CH:3]2[CH2:5][CH2:4]2)[CH:7]=1. The yield is 0.180. (5) The reactants are C[O:2][C:3](=[O:15])[C:4]1[CH:13]=[C:12]([Br:14])[CH:11]=[C:6]([C:7]([O:9][CH3:10])=[O:8])[CH:5]=1.[OH-].[Na+]. The catalyst is CC(C)=O.O. The product is [Br:14][C:12]1[CH:13]=[C:4]([CH:5]=[C:6]([C:7]([O:9][CH3:10])=[O:8])[CH:11]=1)[C:3]([OH:15])=[O:2]. The yield is 0.890.